From a dataset of Full USPTO retrosynthesis dataset with 1.9M reactions from patents (1976-2016). Predict the reactants needed to synthesize the given product. (1) Given the product [CH2:5]([O:7][C:8](=[O:35])[CH2:9][CH2:10][C:11]1[CH:12]=[CH:13][C:14]([CH2:17][N:18]2[CH:23]=[C:22]([Cl:24])[CH:21]=[C:20]([C:25]3[CH:30]=[CH:29][C:28]([NH2:31])=[CH:27][CH:26]=3)[C:19]2=[O:34])=[CH:15][CH:16]=1)[CH3:6], predict the reactants needed to synthesize it. The reactants are: C(O)(=O)C.[CH2:5]([O:7][C:8](=[O:35])[CH2:9][CH2:10][C:11]1[CH:16]=[CH:15][C:14]([CH2:17][N:18]2[CH:23]=[C:22]([Cl:24])[CH:21]=[C:20]([C:25]3[CH:30]=[CH:29][C:28]([N+:31]([O-])=O)=[CH:27][CH:26]=3)[C:19]2=[O:34])=[CH:13][CH:12]=1)[CH3:6]. (2) Given the product [C:1]([C:3]1[CH:4]=[C:5]([CH:10]=[CH:11][C:12]=1[O:13][CH2:15][CH:16]1[CH2:18][CH2:17]1)[C:6]([O:8][CH3:9])=[O:7])#[N:2], predict the reactants needed to synthesize it. The reactants are: [C:1]([C:3]1[CH:4]=[C:5]([CH:10]=[CH:11][C:12]=1[OH:13])[C:6]([O:8][CH3:9])=[O:7])#[N:2].Br[CH2:15][CH:16]1[CH2:18][CH2:17]1.C(=O)([O-])[O-].[K+].[K+]. (3) Given the product [F:29][C:25]1[CH:26]=[CH:27][CH:28]=[C:20]([F:19])[C:21]=1[C:22]([N:15]([C@H:11]1[CH2:12][CH2:13][CH2:14][C@@H:10]1[NH:9][C:7]1[S:8][C:4]2[CH:3]=[C:2]([F:1])[CH:18]=[CH:17][C:5]=2[N:6]=1)[CH3:16])=[O:24], predict the reactants needed to synthesize it. The reactants are: [F:1][C:2]1[CH:18]=[CH:17][C:5]2[N:6]=[C:7]([NH:9][C@H:10]3[CH2:14][CH2:13][CH2:12][C@@H:11]3[NH:15][CH3:16])[S:8][C:4]=2[CH:3]=1.[F:19][C:20]1[CH:28]=[CH:27][CH:26]=[C:25]([F:29])[C:21]=1[C:22]([OH:24])=O.C(N(CC)CC)C.CN(C(ON1N=NC2C=CC=NC1=2)=[N+](C)C)C.F[P-](F)(F)(F)(F)F. (4) Given the product [C:23]([C:21]1[CH:20]=[CH:19][C:18]2[CH:14]([CH2:2][C:3]([O:5][CH2:6][CH3:7])=[O:4])[O:15][CH2:16][C:17]=2[CH:22]=1)#[N:24], predict the reactants needed to synthesize it. The reactants are: Br[CH2:2][C:3]([O:5][CH2:6][CH3:7])=[O:4].II.C(O[CH:14]1[C:18]2[CH:19]=[CH:20][C:21]([C:23]#[N:24])=[CH:22][C:17]=2[CH2:16][O:15]1)(=O)C.FC(F)(F)S(O[Si](C)(C)C)(=O)=O. (5) Given the product [CH3:17][O:16][C@@H:15]1[CH2:14][CH2:13][NH:12][CH2:11][C@H:10]1[NH:9][P:4](=[O:5])([O:6][CH2:7][CH3:8])[O:3][CH2:1][CH3:2], predict the reactants needed to synthesize it. The reactants are: [CH2:1]([O:3][P:4]([NH:9][C@H:10]1[C@H:15]([O:16][CH3:17])[CH2:14][CH2:13][N:12](C(OCC2C=CC=CC=2)=O)[CH2:11]1)([O:6][CH2:7][CH3:8])=[O:5])[CH3:2].[H][H]. (6) The reactants are: Br[C:2]1[CH:7]=[C:6]([O:8]C)[C:5](OC)=[C:4]([N+]([O-])=O)[C:3]=1Br.C([C:18]1[CH:23]=CC(B(O)O)=CC=1)#N.C([O-])([O-])=[O:28].[Na+].[Na+]. Given the product [CH3:5][CH2:6][O:8][C:18]([CH3:23])=[O:28].[CH3:6][CH2:7][CH2:2][CH2:3][CH2:4][CH3:5], predict the reactants needed to synthesize it.